Dataset: Full USPTO retrosynthesis dataset with 1.9M reactions from patents (1976-2016). Task: Predict the reactants needed to synthesize the given product. (1) Given the product [NH2:36][C:2]1[N:7]=[C:6]([C:8]2[CH:13]=[CH:12][C:11]([C@@H:14]([N:16]3[CH2:21][CH2:20][C@@:19]([C:26]4[CH:31]=[CH:30][C:29]([F:32])=[CH:28][CH:27]=4)([CH2:22][CH2:23][CH2:24][OH:25])[O:18][C:17]3=[O:33])[CH3:15])=[CH:10][CH:9]=2)[CH:5]=[CH:4][N:3]=1, predict the reactants needed to synthesize it. The reactants are: Cl[C:2]1[N:7]=[C:6]([C:8]2[CH:13]=[CH:12][C:11]([C@@H:14]([N:16]3[CH2:21][CH2:20][C@@:19]([C:26]4[CH:31]=[CH:30][C:29]([F:32])=[CH:28][CH:27]=4)([CH2:22][CH2:23][CH2:24][OH:25])[O:18][C:17]3=[O:33])[CH3:15])=[CH:10][CH:9]=2)[CH:5]=[CH:4][N:3]=1.CO.[NH3:36]. (2) Given the product [Cl:34][C:29]1[CH:28]=[C:27]([CH:32]=[CH:31][C:30]=1[Cl:33])[O:26][C:11]1[CH:12]=[CH:13][C:14]([C:16]#[C:17][CH2:18][CH2:19][N:20]2[CH2:25][CH2:24][O:23][CH2:22][CH2:21]2)=[CH:15][C:10]=1[CH2:9][NH:7][CH3:6], predict the reactants needed to synthesize it. The reactants are: C(O[C:6](=O)[N:7]([CH2:9][C:10]1[CH:15]=[C:14]([C:16]#[C:17][CH2:18][CH2:19][N:20]2[CH2:25][CH2:24][O:23][CH2:22][CH2:21]2)[CH:13]=[CH:12][C:11]=1[O:26][C:27]1[CH:32]=[CH:31][C:30]([Cl:33])=[C:29]([Cl:34])[CH:28]=1)C)(C)(C)C.C(O)(C(F)(F)F)=O. (3) Given the product [CH3:32][N:33]1[CH2:38][CH2:37][N:36]([CH2:39][C:40]2[CH:45]=[CH:44][C:43]([C:2]3[CH:3]=[N:4][C:5]([N:8]4[CH2:13][CH2:12][O:11][C@H:10]([CH2:14][N:15]5[C:19]6=[N:20][C:21]([C:24]7[CH:25]=[C:26]([CH:29]=[CH:30][CH:31]=7)[C:27]#[N:28])=[CH:22][N:23]=[C:18]6[N:17]=[N:16]5)[CH2:9]4)=[N:6][CH:7]=3)=[CH:42][CH:41]=2)[CH2:35][CH2:34]1, predict the reactants needed to synthesize it. The reactants are: Br[C:2]1[CH:3]=[N:4][C:5]([N:8]2[CH2:13][CH2:12][O:11][C@H:10]([CH2:14][N:15]3[C:19]4=[N:20][C:21]([C:24]5[CH:25]=[C:26]([CH:29]=[CH:30][CH:31]=5)[C:27]#[N:28])=[CH:22][N:23]=[C:18]4[N:17]=[N:16]3)[CH2:9]2)=[N:6][CH:7]=1.[CH3:32][N:33]1[CH2:38][CH2:37][N:36]([CH2:39][C:40]2[CH:45]=[CH:44][C:43](B3OC(C)(C)C(C)(C)O3)=[CH:42][CH:41]=2)[CH2:35][CH2:34]1.C([O-])([O-])=O.[Cs+].[Cs+].